Dataset: Forward reaction prediction with 1.9M reactions from USPTO patents (1976-2016). Task: Predict the product of the given reaction. (1) Given the reactants [CH:1]1([C:7]2[C:8]3[CH:9]=[CH:10][C:11]([C:32](O)=[O:33])=[CH:12][C:13]=3[N:14]3[CH2:20][C:19]([C:21]4[O:22][CH:23]=[CH:24][N:25]=4)=[CH:18][C:17]4[CH:26]=[C:27]([O:30][CH3:31])[CH:28]=[CH:29][C:16]=4[C:15]=23)[CH2:6][CH2:5][CH2:4][CH2:3][CH2:2]1.[C:35](N1C=CN=C1)([N:37]1[CH:41]=CN=C1)=O.C[NH:48][S:49](NC)(=[O:51])=[O:50].C1CCN2C(=NCCC2)CC1, predict the reaction product. The product is: [CH:1]1([C:7]2[C:8]3[CH:9]=[CH:10][C:11]([C:32]([NH:48][S:49]([N:37]([CH3:41])[CH3:35])(=[O:51])=[O:50])=[O:33])=[CH:12][C:13]=3[N:14]3[CH2:20][C:19]([C:21]4[O:22][CH:23]=[CH:24][N:25]=4)=[CH:18][C:17]4[CH:26]=[C:27]([O:30][CH3:31])[CH:28]=[CH:29][C:16]=4[C:15]=23)[CH2:6][CH2:5][CH2:4][CH2:3][CH2:2]1. (2) The product is: [ClH:17].[NH2:8][CH:4]1[CH2:5][CH2:6][CH2:7][N:2]([CH3:1])[C:3]1=[O:16]. Given the reactants [CH3:1][N:2]1[CH2:7][CH2:6][CH2:5][CH:4]([NH:8]C(=O)OC(C)(C)C)[C:3]1=[O:16].[ClH:17].C(OCC)(=O)C, predict the reaction product. (3) Given the reactants [F:1][C:2]([F:34])([F:33])[C:3]1[CH:28]=[C:27]([C:29]([F:32])([F:31])[F:30])[CH:26]=[CH:25][C:4]=1[CH2:5][N:6]1[C:14]2[C:9](=[CH:10][C:11]([CH:15]=[C:16]3[S:20][C:19](SCC)=[N:18][C:17]3=[O:24])=[CH:12][CH:13]=2)[CH:8]=[N:7]1.[CH3:35][N:36]([CH3:42])[CH:37]1[CH2:41][CH2:40][NH:39][CH2:38]1, predict the reaction product. The product is: [F:34][C:2]([F:33])([F:1])[C:3]1[CH:28]=[C:27]([C:29]([F:32])([F:30])[F:31])[CH:26]=[CH:25][C:4]=1[CH2:5][N:6]1[C:14]2[C:9](=[CH:10][C:11]([CH:15]=[C:16]3[S:20][C:19]([N:39]4[CH2:40][CH2:41][C@@H:37]([N:36]([CH3:42])[CH3:35])[CH2:38]4)=[N:18][C:17]3=[O:24])=[CH:12][CH:13]=2)[CH:8]=[N:7]1. (4) Given the reactants [Cl-].[CH3:2][O:3][CH2:4][P+](C1C=CC=CC=1)(C1C=CC=CC=1)C1C=CC=CC=1.C[O-].[Na+].[CH3:27][S:28]([C:31]1[CH:38]=[CH:37][C:34]([CH:35]=O)=[CH:33][CH:32]=1)(=[O:30])=[O:29], predict the reaction product. The product is: [CH3:27][S:28]([C:31]1[CH:38]=[CH:37][C:34]([CH:35]=[CH:2][O:3][CH3:4])=[CH:33][CH:32]=1)(=[O:30])=[O:29]. (5) The product is: [NH2:8][C:5]1[N:6]=[CH:7][C:2]([C:27]2[CH:28]=[CH:29][C:23]3[O:22][CH2:21][CH2:20][N:19]([C:17]([O:16][C:13]([CH3:14])([CH3:12])[CH3:15])=[O:18])[CH2:25][C:24]=3[CH:26]=2)=[CH:3][C:4]=1[N+:9]([O-:11])=[O:10]. Given the reactants Br[C:2]1[CH:3]=[C:4]([N+:9]([O-:11])=[O:10])[C:5]([NH2:8])=[N:6][CH:7]=1.[CH3:12][C:13]([O:16][C:17]([N:19]1[CH2:25][C:24]2[CH:26]=[C:27](B(O)O)[CH:28]=[CH:29][C:23]=2[O:22][CH2:21][CH2:20]1)=[O:18])([CH3:15])[CH3:14].C(=O)([O-])[O-].[Cs+].[Cs+], predict the reaction product. (6) Given the reactants [C:1]1(=[O:11])[NH:5][C:4](=[O:6])[C:3]2=[CH:7][CH:8]=[CH:9][CH:10]=[C:2]12.[C:12]1(P([C:12]2[CH:17]=[CH:16]C=[CH:14][CH:13]=2)[C:12]2[CH:17]=[CH:16]C=[CH:14][CH:13]=2)[CH:17]=[CH:16]C=[CH:14][CH:13]=1.N(C(O[CH2:41][CH3:42])=O)=NC(OCC)=O.O1CCC[CH2:44]1, predict the reaction product. The product is: [CH3:44][CH:41]([CH3:42])[CH2:14][C:13]#[C:12][CH2:17][CH2:16][N:5]1[C:1](=[O:11])[C:2]2[C:3](=[CH:7][CH:8]=[CH:9][CH:10]=2)[C:4]1=[O:6]. (7) Given the reactants CO[C:3](=[S:18])[CH2:4][CH:5]([C:12]1[CH:17]=[CH:16][CH:15]=[CH:14][CH:13]=1)[C:6]1[CH:11]=[CH:10][CH:9]=[CH:8][CH:7]=1.CO.[NH3:21], predict the reaction product. The product is: [C:6]1([CH:5]([CH2:4][C:3]([NH2:21])=[S:18])[C:12]2[CH:17]=[CH:16][CH:15]=[CH:14][CH:13]=2)[CH:11]=[CH:10][CH:9]=[CH:8][CH:7]=1. (8) The product is: [F:15][C:16]([F:28])([F:29])[C:17]1[CH:18]=[CH:19][C:20]([C:23]([F:24])([F:25])[F:26])=[CH:21][C:22]=1[N:12]1[CH2:13][CH2:14][CH:9]([CH2:8][O:7][CH:2]2[CH2:3][CH2:4][CH2:5][CH2:6][O:1]2)[CH2:10][CH2:11]1. Given the reactants [O:1]1[CH2:6][CH2:5][CH2:4][CH2:3][CH:2]1[O:7][CH2:8][CH:9]1[CH2:14][CH2:13][NH:12][CH2:11][CH2:10]1.[F:15][C:16]([F:29])([F:28])[C:17]1[CH:22]=[CH:21][C:20]([C:23]([F:26])([F:25])[F:24])=[CH:19][C:18]=1Br.C1C=CC(P(C2C(C3C(P(C4C=CC=CC=4)C4C=CC=CC=4)=CC=C4C=3C=CC=C4)=C3C(C=CC=C3)=CC=2)C2C=CC=CC=2)=CC=1.C(O[Na])(C)(C)C, predict the reaction product.